The task is: Predict the product of the given reaction.. This data is from Forward reaction prediction with 1.9M reactions from USPTO patents (1976-2016). (1) The product is: [Br:1][C:2]1[C:7]([CH3:8])=[C:6]([N+:9]([O-:11])=[O:10])[CH:5]=[CH:4][C:3]=1[O:12][CH2:14][CH:15]1[CH2:17][CH2:16]1. Given the reactants [Br:1][C:2]1[C:7]([CH3:8])=[C:6]([N+:9]([O-:11])=[O:10])[CH:5]=[CH:4][C:3]=1[OH:12].Br[CH2:14][CH:15]1[CH2:17][CH2:16]1.C(=O)([O-])[O-].[Cs+].[Cs+].[Cl-].[Na+], predict the reaction product. (2) Given the reactants [F:1][C:2]([F:16])([F:15])[C:3]([C:8]1[CH:14]=[CH:13][C:11]([NH2:12])=[CH:10][CH:9]=1)([O:6][CH3:7])[O:4][CH3:5].[CH2:17]([S:19][C:20]1[C:21]([C:26](O)=[O:27])=[N:22][CH:23]=[CH:24][CH:25]=1)[CH3:18].CCN=C=NCCCN(C)C.Cl.C(=O)(O)[O-].[Na+], predict the reaction product. The product is: [CH2:17]([S:19][C:20]1[C:21]([C:26]([NH:12][C:11]2[CH:13]=[CH:14][C:8]([C:3]([O:6][CH3:7])([O:4][CH3:5])[C:2]([F:15])([F:16])[F:1])=[CH:9][CH:10]=2)=[O:27])=[N:22][CH:23]=[CH:24][CH:25]=1)[CH3:18]. (3) Given the reactants [CH3:1][Mg]Br.CON[C:7]([CH:9]1[CH2:13][C:12](=[O:14])[N:11]([C@H:15]([C:17]2[CH:22]=[CH:21][C:20]([O:23][CH3:24])=[CH:19][CH:18]=2)[CH3:16])[CH2:10]1)=[O:8].Cl, predict the reaction product. The product is: [C:7]([CH:9]1[CH2:10][N:11]([C@H:15]([C:17]2[CH:18]=[CH:19][C:20]([O:23][CH3:24])=[CH:21][CH:22]=2)[CH3:16])[C:12](=[O:14])[CH2:13]1)(=[O:8])[CH3:1]. (4) The product is: [CH2:1]([O:8][C:9]1[CH:14]=[CH:13][N:12]([C:15]2[CH:16]=[C:17]3[C:21](=[CH:22][CH:23]=2)[N:20]([CH2:32][CH2:33][CH2:34][O:35][Si:36]([C:39]([CH3:40])([CH3:42])[CH3:41])([CH3:37])[CH3:38])[N:19]=[CH:18]3)[C:11](=[O:24])[CH:10]=1)[C:2]1[CH:7]=[CH:6][CH:5]=[CH:4][CH:3]=1. Given the reactants [CH2:1]([O:8][C:9]1[CH:14]=[CH:13][N:12]([C:15]2[CH:16]=[C:17]3[C:21](=[CH:22][CH:23]=2)[NH:20][N:19]=[CH:18]3)[C:11](=[O:24])[CH:10]=1)[C:2]1[CH:7]=[CH:6][CH:5]=[CH:4][CH:3]=1.C([O-])([O-])=O.[Cs+].[Cs+].Br[CH2:32][CH2:33][CH2:34][O:35][Si:36]([C:39]([CH3:42])([CH3:41])[CH3:40])([CH3:38])[CH3:37], predict the reaction product.